This data is from Full USPTO retrosynthesis dataset with 1.9M reactions from patents (1976-2016). The task is: Predict the reactants needed to synthesize the given product. Given the product [CH3:34][S:35]([N:8]1[CH2:7][C@H:6]([NH:5][C:3](=[O:4])[CH:2]([CH3:1])[C:23]([NH:25][CH2:26][C:27]([F:33])([F:32])[C:28]([F:31])([F:29])[F:30])=[O:24])[C:12](=[O:13])[N:11]([CH2:14][C:15]([F:16])([F:17])[F:18])[C:10]2[CH:19]=[CH:20][CH:21]=[CH:22][C:9]1=2)(=[O:37])=[O:36], predict the reactants needed to synthesize it. The reactants are: [CH3:1][CH:2]([C:23]([NH:25][CH2:26][C:27]([F:33])([F:32])[C:28]([F:31])([F:30])[F:29])=[O:24])[C:3]([NH:5][C@@H:6]1[C:12](=[O:13])[N:11]([CH2:14][C:15]([F:18])([F:17])[F:16])[C:10]2[CH:19]=[CH:20][CH:21]=[CH:22][C:9]=2[NH:8][CH2:7]1)=[O:4].[CH3:34][S:35](O[S:35]([CH3:34])(=[O:37])=[O:36])(=[O:37])=[O:36].